This data is from Catalyst prediction with 721,799 reactions and 888 catalyst types from USPTO. The task is: Predict which catalyst facilitates the given reaction. Reactant: [NH2:1][CH2:2][C:3]1[CH:8]=[CH:7][CH:6]=[CH:5][N:4]=1.[N+:9]([C:12]1[CH:13]=[C:14]([N:18]=[C:19]=[S:20])[CH:15]=[CH:16][CH:17]=1)([O-:11])=[O:10]. Product: [N+:9]([C:12]1[CH:13]=[C:14]([NH:18][C:19]([NH:1][CH2:2][C:3]2[CH:8]=[CH:7][CH:6]=[CH:5][N:4]=2)=[S:20])[CH:15]=[CH:16][CH:17]=1)([O-:11])=[O:10]. The catalyst class is: 4.